From a dataset of Forward reaction prediction with 1.9M reactions from USPTO patents (1976-2016). Predict the product of the given reaction. Given the reactants [Cl:1][C:2]1[CH:3]=[C:4]([CH:8]=[CH:9][N:10]=1)[C:5]([OH:7])=O.CN(C(ON1N=NC2C=CC=NC1=2)=[N+](C)C)C.F[P-](F)(F)(F)(F)F.C([N:38]([CH:41]([CH3:43])[CH3:42])CC)(C)C.[I:44][C:45]1C=CC(N)=[CH:47][C:46]=1[CH3:52], predict the reaction product. The product is: [Cl:1][C:2]1[CH:3]=[C:4]([CH:8]=[CH:9][N:10]=1)[C:5]([NH:38][C:41]1[CH:42]=[CH:47][C:46]([CH3:52])=[C:45]([I:44])[CH:43]=1)=[O:7].